This data is from Catalyst prediction with 721,799 reactions and 888 catalyst types from USPTO. The task is: Predict which catalyst facilitates the given reaction. Reactant: [OH:1][C:2]1[CH:3]=[C:4]2[C:9](=[CH:10][CH:11]=1)[C:8]([C:12]([O:14][CH3:15])=[O:13])=[CH:7][CH:6]=[CH:5]2.P([O-])([O-])([O-])=O.[K+].[K+].[K+].[S:24](O[S:24]([C:27]([F:30])([F:29])[F:28])(=[O:26])=[O:25])([C:27]([F:30])([F:29])[F:28])(=[O:26])=[O:25]. Product: [F:28][C:27]([F:30])([F:29])[S:24]([O:1][C:2]1[CH:3]=[C:4]2[C:9](=[CH:10][CH:11]=1)[C:8]([C:12]([O:14][CH3:15])=[O:13])=[CH:7][CH:6]=[CH:5]2)(=[O:26])=[O:25]. The catalyst class is: 93.